Dataset: Full USPTO retrosynthesis dataset with 1.9M reactions from patents (1976-2016). Task: Predict the reactants needed to synthesize the given product. Given the product [C:21]1([CH2:20][C@@H:19]([C:31]([OH:33])=[O:32])[NH2:18])[C:30]2[C:25](=[CH:26][CH:27]=[CH:28][CH:29]=2)[CH:24]=[CH:23][CH:22]=1.[NH2:34][C@H:35]([C:39]([O:41][CH2:42][CH:43]=[CH2:44])=[O:40])[CH:36]([CH3:38])[CH3:37], predict the reactants needed to synthesize it. The reactants are: C([NH:18][C@H:19]([C:31]([OH:33])=[O:32])[CH2:20][C:21]1[C:30]2[C:25](=[CH:26][CH:27]=[CH:28][CH:29]=2)[CH:24]=[CH:23][CH:22]=1)(OCC1C2C(=CC=CC=2)C2C1=CC=CC=2)=O.[NH2:34][C@H:35]([C:39]([O:41][CH2:42][CH:43]=[CH2:44])=[O:40])[CH:36]([CH3:38])[CH3:37].N1CCCCC1.